Dataset: CYP2D6 inhibition data for predicting drug metabolism from PubChem BioAssay. Task: Regression/Classification. Given a drug SMILES string, predict its absorption, distribution, metabolism, or excretion properties. Task type varies by dataset: regression for continuous measurements (e.g., permeability, clearance, half-life) or binary classification for categorical outcomes (e.g., BBB penetration, CYP inhibition). Dataset: cyp2d6_veith. (1) The drug is O=C(Nc1cccc2[nH]ncc12)c1ccc(F)cc1. The result is 0 (non-inhibitor). (2) The compound is O=C(Nc1cccc(F)c1)N1CCCC2(CCN(C(=O)c3ccncc3)CC2)C1. The result is 0 (non-inhibitor). (3) The compound is CSC(=NC#N)N1CCN(c2ccc(Cl)cc2)CC1. The result is 1 (inhibitor). (4) The compound is O=C([O-])/C=C\[C@H](O)c1ccc(Cl)cc1.[Na+]. The result is 0 (non-inhibitor). (5) The compound is O=C(COC(=O)c1cccnc1)c1ccc(Cl)c(Cl)c1. The result is 1 (inhibitor). (6) The drug is COc1ncc2nc(C)c(=O)n(CCc3ccccc3)c2n1. The result is 0 (non-inhibitor). (7) The compound is CCCC/C=C/C(NC(=O)c1ccc(C(F)(F)F)cc1)c1ccccc1. The result is 0 (non-inhibitor).